Dataset: Peptide-MHC class I binding affinity with 185,985 pairs from IEDB/IMGT. Task: Regression. Given a peptide amino acid sequence and an MHC pseudo amino acid sequence, predict their binding affinity value. This is MHC class I binding data. (1) The peptide sequence is PVETLFGSY. The MHC is HLA-A33:01 with pseudo-sequence HLA-A33:01. The binding affinity (normalized) is 0. (2) The peptide sequence is VAAKGAPAL. The MHC is HLA-B15:01 with pseudo-sequence HLA-B15:01. The binding affinity (normalized) is 0.0847. (3) The peptide sequence is HEGEGIPLY. The MHC is HLA-A02:01 with pseudo-sequence HLA-A02:01. The binding affinity (normalized) is 0.0847. (4) The peptide sequence is HLDELTTTL. The MHC is HLA-B44:02 with pseudo-sequence HLA-B44:02. The binding affinity (normalized) is 0.213. (5) The peptide sequence is FLSHDFTLV. The MHC is HLA-A02:02 with pseudo-sequence HLA-A02:02. The binding affinity (normalized) is 1.00. (6) The peptide sequence is GVDGLGVSV. The MHC is HLA-A29:02 with pseudo-sequence HLA-A29:02. The binding affinity (normalized) is 0.0847. (7) The peptide sequence is VLTSVDIETA. The MHC is HLA-A02:03 with pseudo-sequence HLA-A02:03. The binding affinity (normalized) is 0.442. (8) The peptide sequence is SPVIVNGAM. The MHC is HLA-B57:01 with pseudo-sequence HLA-B57:01. The binding affinity (normalized) is 0.0847.